From a dataset of Catalyst prediction with 721,799 reactions and 888 catalyst types from USPTO. Predict which catalyst facilitates the given reaction. (1) Reactant: [CH3:1][S:2](Cl)(=[O:4])=[O:3].[OH:6][CH2:7][CH2:8][CH:9]([CH:17]([O:27][CH2:28][C:29]1[CH:34]=[CH:33][C:32]([O:35][CH3:36])=[CH:31][CH:30]=1)[CH2:18][CH2:19][C:20]1[CH:25]=[CH:24][C:23]([I:26])=[CH:22][CH:21]=1)[C:10]([O:12][C:13]([CH3:16])([CH3:15])[CH3:14])=[O:11].C(N(CC)CC)C. Product: [I:26][C:23]1[CH:22]=[CH:21][C:20]([CH2:19][CH2:18][CH:17]([O:27][CH2:28][C:29]2[CH:34]=[CH:33][C:32]([O:35][CH3:36])=[CH:31][CH:30]=2)[CH:9]([CH2:8][CH2:7][O:6][S:2]([CH3:1])(=[O:4])=[O:3])[C:10]([O:12][C:13]([CH3:15])([CH3:14])[CH3:16])=[O:11])=[CH:25][CH:24]=1. The catalyst class is: 4. (2) Reactant: C([O:3][C:4]([C:6]1[C:7]([CH3:24])=[N:8][C:9]([NH:13][CH2:14]/[CH:15]=[CH:16]/[C:17]2[CH:22]=[CH:21][CH:20]=[C:19]([OH:23])[CH:18]=2)=[N:10][C:11]=1[CH3:12])=[O:5])C.O.[OH-].[Li+].O1CCOCC1. Product: [OH:23][C:19]1[CH:18]=[C:17](/[CH:16]=[CH:15]/[CH2:14][NH:13][C:9]2[N:8]=[C:7]([CH3:24])[C:6]([C:4]([OH:5])=[O:3])=[C:11]([CH3:12])[N:10]=2)[CH:22]=[CH:21][CH:20]=1. The catalyst class is: 6. (3) Reactant: [NH2:1][C:2]1[CH2:7][CH2:6][CH2:5][CH2:4][C:3]=1[C:8]([O:10]CC)=O.[C:13](OCC)(=[O:20])[CH2:14][C:15]([O:17][CH2:18][CH3:19])=[O:16].[O-]CC.[Na+].Cl. Product: [OH:20][C:13]1[NH:1][C:2]2[CH2:7][CH2:6][CH2:5][CH2:4][C:3]=2[C:8](=[O:10])[C:14]=1[C:15]([O:17][CH2:18][CH3:19])=[O:16]. The catalyst class is: 40.